Dataset: Full USPTO retrosynthesis dataset with 1.9M reactions from patents (1976-2016). Task: Predict the reactants needed to synthesize the given product. The reactants are: [OH:1][C:2]1[CH:3]=[C:4]([CH:8]=[CH:9][N:10]=1)[C:5]([OH:7])=[O:6].S(Cl)(Cl)=O.[CH3:15]O. Given the product [OH:1][C:2]1[CH:3]=[C:4]([CH:8]=[CH:9][N:10]=1)[C:5]([O:7][CH3:15])=[O:6], predict the reactants needed to synthesize it.